From a dataset of Catalyst prediction with 721,799 reactions and 888 catalyst types from USPTO. Predict which catalyst facilitates the given reaction. (1) Reactant: C([O:3][C:4](=O)[CH2:5][O:6][C:7]1[CH:12]=[CH:11][CH:10]=[C:9]([C:13]([CH2:29][CH2:30][CH3:31])=[C:14]([C:22]2[CH:27]=[CH:26][C:25]([OH:28])=[CH:24][CH:23]=2)[C:15]2[CH:20]=[CH:19][C:18]([OH:21])=[CH:17][CH:16]=2)[CH:8]=1)C.[H-].[H-].[H-].[H-].[Li+].[Al+3]. Product: [OH:3][CH2:4][CH2:5][O:6][C:7]1[CH:8]=[C:9]([C:13]([CH2:29][CH2:30][CH3:31])=[C:14]([C:15]2[CH:16]=[CH:17][C:18]([OH:21])=[CH:19][CH:20]=2)[C:22]2[CH:27]=[CH:26][C:25]([OH:28])=[CH:24][CH:23]=2)[CH:10]=[CH:11][CH:12]=1. The catalyst class is: 1. (2) Reactant: [C:1]1([C:36]2[CH:41]=[CH:40][CH:39]=[CH:38][CH:37]=2)[CH:6]=[CH:5][C:4]([C@@:7]2([O:34][CH3:35])[CH2:11][N:10]([C:12](=[O:29])[C@@H:13]([NH:21][C:22]([O:24][C:25]([CH3:28])([CH3:27])[CH3:26])=[O:23])[CH2:14][CH2:15][CH2:16][CH2:17][CH2:18][CH:19]=[CH2:20])[C@H:9]([C:30]([O:32]C)=[O:31])[CH2:8]2)=[CH:3][CH:2]=1.O.[OH-].[Li+]. Product: [C:1]1([C:36]2[CH:37]=[CH:38][CH:39]=[CH:40][CH:41]=2)[CH:2]=[CH:3][C:4]([C@@:7]2([O:34][CH3:35])[CH2:11][N:10]([C:12](=[O:29])[C@@H:13]([NH:21][C:22]([O:24][C:25]([CH3:26])([CH3:27])[CH3:28])=[O:23])[CH2:14][CH2:15][CH2:16][CH2:17][CH2:18][CH:19]=[CH2:20])[C@H:9]([C:30]([OH:32])=[O:31])[CH2:8]2)=[CH:5][CH:6]=1. The catalyst class is: 87. (3) Reactant: Cl[C:2]1[N:7]=[CH:6][C:5]([CH2:8][N:9]2[C:18]3[C:13](=[C:14]([CH:21]4[O:25][CH2:24][CH2:23][O:22]4)[CH:15]=[CH:16][C:17]=3[O:19][CH3:20])[CH2:12][CH2:11][C:10]2=[O:26])=[CH:4][CH:3]=1.C1(P(C2C=CC=CC=2)C2C3OC4C(=CC=CC=4P(C4C=CC=CC=4)C4C=CC=CC=4)C(C)(C)C=3C=CC=2)C=CC=CC=1.CC(C)([O-])C.[Na+].[CH3:75][NH:76][C:77]1[CH:82]=[CH:81][CH:80]=[CH:79][CH:78]=1. Product: [O:22]1[CH2:23][CH2:24][O:25][CH:21]1[C:14]1[CH:15]=[CH:16][C:17]([O:19][CH3:20])=[C:18]2[C:13]=1[CH2:12][CH2:11][C:10](=[O:26])[N:9]2[CH2:8][C:5]1[CH:6]=[N:7][C:2]([N:76]([CH3:75])[C:77]2[CH:82]=[CH:81][CH:80]=[CH:79][CH:78]=2)=[CH:3][CH:4]=1. The catalyst class is: 101. (4) Reactant: N1(O[C:11]2[N:16]=[C:15]([NH:17][C:18]3[CH:26]=[CH:25][CH:24]=[C:23]4[C:19]=3[CH:20]=[CH:21][N:22]4[CH3:27])[C:14]([C:28]([NH2:30])=[O:29])=[CH:13][N:12]=2)C2C=CC=CC=2N=N1.[C:31]([NH:34][C:35]1[CH:36]=[C:37]([CH:39]=[CH:40][CH:41]=1)[NH2:38])(=[O:33])[CH3:32].CC1C=CC(S(O)(=O)=O)=CC=1. Product: [C:31]([NH:34][C:35]1[CH:36]=[C:37]([NH:38][C:11]2[N:16]=[C:15]([NH:17][C:18]3[CH:26]=[CH:25][CH:24]=[C:23]4[C:19]=3[CH:20]=[CH:21][N:22]4[CH3:27])[C:14]([C:28]([NH2:30])=[O:29])=[CH:13][N:12]=2)[CH:39]=[CH:40][CH:41]=1)(=[O:33])[CH3:32]. The catalyst class is: 37. (5) Reactant: [Cl-].O[NH3+:3].[C:4](=[O:7])([O-])[OH:5].[Na+].CS(C)=O.[CH2:13]([C:15]([OH:55])([CH2:53][CH3:54])[CH2:16][O:17][C@H:18]1[CH2:23][CH2:22][C@H:21]([N:24]2[C:29](=[O:30])[C:28]([CH2:31][C:32]3[CH:37]=[CH:36][C:35]([C:38]4[C:39]([C:44]#[N:45])=[CH:40][CH:41]=[CH:42][CH:43]=4)=[CH:34][CH:33]=3)=[C:27]([CH2:46][CH2:47][CH3:48])[N:26]3[N:49]=[C:50]([CH3:52])[N:51]=[C:25]23)[CH2:20][CH2:19]1)[CH3:14]. Product: [CH2:13]([C:15]([OH:55])([CH2:53][CH3:54])[CH2:16][O:17][C@H:18]1[CH2:23][CH2:22][C@H:21]([N:24]2[C:29](=[O:30])[C:28]([CH2:31][C:32]3[CH:33]=[CH:34][C:35]([C:38]4[CH:43]=[CH:42][CH:41]=[CH:40][C:39]=4[C:44]4[NH:3][C:4](=[O:7])[O:5][N:45]=4)=[CH:36][CH:37]=3)=[C:27]([CH2:46][CH2:47][CH3:48])[N:26]3[N:49]=[C:50]([CH3:52])[N:51]=[C:25]23)[CH2:20][CH2:19]1)[CH3:14]. The catalyst class is: 13.